From a dataset of Peptide-MHC class I binding affinity with 185,985 pairs from IEDB/IMGT. Regression. Given a peptide amino acid sequence and an MHC pseudo amino acid sequence, predict their binding affinity value. This is MHC class I binding data. (1) The peptide sequence is YSTVASSLV. The MHC is Mamu-A01 with pseudo-sequence Mamu-A01. The binding affinity (normalized) is 1.00. (2) The peptide sequence is KINAWIKGV. The MHC is HLA-A03:01 with pseudo-sequence HLA-A03:01. The binding affinity (normalized) is 0.181. (3) The peptide sequence is LLQKYPPPR. The MHC is HLA-A03:01 with pseudo-sequence HLA-A03:01. The binding affinity (normalized) is 0.233. (4) The peptide sequence is NLGDKQDTF. The MHC is HLA-B15:01 with pseudo-sequence HLA-B15:01. The binding affinity (normalized) is 0.213. (5) The peptide sequence is KMQKEYALL. The MHC is HLA-A02:03 with pseudo-sequence HLA-A02:03. The binding affinity (normalized) is 0.772. (6) The peptide sequence is GVIRSIFAR. The MHC is HLA-A11:01 with pseudo-sequence HLA-A11:01. The binding affinity (normalized) is 1.00.